This data is from Full USPTO retrosynthesis dataset with 1.9M reactions from patents (1976-2016). The task is: Predict the reactants needed to synthesize the given product. (1) Given the product [CH2:27]([N:14]1[CH2:13][CH2:12][CH:11]([C:7]2[C:6]([F:17])=[C:5]([CH:3]([OH:4])[C:2]([F:1])([F:18])[F:19])[CH:10]=[CH:9][CH:8]=2)[CH2:16][CH2:15]1)[CH3:28], predict the reactants needed to synthesize it. The reactants are: [F:1][C:2]([F:19])([F:18])[CH:3]([C:5]1[CH:10]=[CH:9][CH:8]=[C:7]([CH:11]2[CH2:16][CH2:15][NH:14][CH2:13][CH2:12]2)[C:6]=1[F:17])[OH:4].C(=O)([O-])[O-].[K+].[K+].I[CH2:27][CH3:28]. (2) Given the product [C:18]1([CH2:17][S:14]([N:11]2[CH:12]=[CH:13][C:9](/[CH:8]=[CH:7]/[C:6]([OH:24])=[O:5])=[CH:10]2)(=[O:16])=[O:15])[CH:19]=[CH:20][CH:21]=[CH:22][CH:23]=1, predict the reactants needed to synthesize it. The reactants are: C([O:5][C:6](=[O:24])/[CH:7]=[CH:8]/[C:9]1[CH:13]=[CH:12][N:11]([S:14]([CH2:17][C:18]2[CH:23]=[CH:22][CH:21]=[CH:20][CH:19]=2)(=[O:16])=[O:15])[CH:10]=1)(C)(C)C.C(O)(C(F)(F)F)=O. (3) Given the product [Br:1][C:2]1[N:7]2[C:8]([CH3:11])=[CH:9][N:10]=[C:6]2[C:5]([NH:23][C:22]2[CH:21]=[CH:20][C:19]([N:16]3[CH2:17][CH2:18][O:13][CH2:14][CH2:15]3)=[CH:25][CH:24]=2)=[N:4][CH:3]=1, predict the reactants needed to synthesize it. The reactants are: [Br:1][C:2]1[N:7]2[C:8]([CH3:11])=[CH:9][N:10]=[C:6]2[C:5](Br)=[N:4][CH:3]=1.[O:13]1[CH2:18][CH2:17][N:16]([C:19]2[CH:25]=[CH:24][C:22]([NH2:23])=[CH:21][CH:20]=2)[CH2:15][CH2:14]1.CCN(C(C)C)C(C)C. (4) Given the product [CH3:1][O:2][C:3]([C:5]1[C:13]2[C:8](=[CH:9][C:10]([Br:14])=[CH:11][CH:12]=2)[N:7]([CH3:15])[CH:6]=1)=[O:4], predict the reactants needed to synthesize it. The reactants are: [CH3:1][O:2][C:3]([C:5]1[C:13]2[C:8](=[CH:9][C:10]([Br:14])=[CH:11][CH:12]=2)[NH:7][CH:6]=1)=[O:4].[C:15](=O)([O-])[O-].[K+].[K+].CI. (5) Given the product [CH:1]1([CH2:6][CH:7]([C:11]2[CH:16]=[CH:15][C:14]([Cl:17])=[C:13]([Cl:18])[CH:12]=2)[C:8]([NH:52][C:53]2[S:54][CH:55]=[N:56][N:57]=2)=[O:9])[CH2:5][CH2:4][CH2:3][CH2:2]1, predict the reactants needed to synthesize it. The reactants are: [CH:1]1([CH2:6][CH:7]([C:11]2[CH:16]=[CH:15][C:14]([Cl:17])=[C:13]([Cl:18])[CH:12]=2)[C:8](O)=[O:9])[CH2:5][CH2:4][CH2:3][CH2:2]1.F[P-](F)(F)(F)(F)F.N1(OC(N(C)C)=[N+](C)C)C2C=CC=CC=2N=N1.C(N(CC)C(C)C)(C)C.[NH2:52][C:53]1[S:54][CH:55]=[N:56][N:57]=1.